Dataset: Forward reaction prediction with 1.9M reactions from USPTO patents (1976-2016). Task: Predict the product of the given reaction. (1) Given the reactants Cl[C:2]1[C:7]([I:8])=[C:6]([C:9]([F:12])([F:11])[F:10])[N:5]=[C:4](S(C(C)C)(=O)=O)[N:3]=1.[CH2:19]([OH:22])[C:20]#[CH:21].[H-].[Na+].[NH:25]1[CH:29]=[CH:28][N:27]=[CH:26]1, predict the reaction product. The product is: [N:25]1([C:2]2[C:7]([I:8])=[C:6]([C:9]([F:10])([F:11])[F:12])[N:5]=[C:4]([O:22][CH2:19][C:20]#[CH:21])[N:3]=2)[CH:29]=[CH:28][N:27]=[CH:26]1. (2) Given the reactants [CH:1]1[N:5]2[C:6]3[C:11]([CH2:12][CH2:13][C:4]2=[C:3]([CH2:14][CH:15]2[CH2:20][CH2:19][CH2:18][N:17]([C:21]([O:23][C:24]([CH3:27])([CH3:26])[CH3:25])=[O:22])[C:16]2=[O:28])[N:2]=1)=[CH:10][CH:9]=[CH:8][CH:7]=3.[OH-:29].[Li+].O, predict the reaction product. The product is: [C:24]([O:23][C:21]([NH:17][CH2:18][CH2:19][CH2:20][CH:15]([CH2:14][C:3]1[N:2]=[CH:1][N:5]2[C:6]3[C:11](=[CH:10][CH:9]=[CH:8][CH:7]=3)[CH2:12][CH2:13][C:4]=12)[C:16]([OH:28])=[O:29])=[O:22])([CH3:26])([CH3:25])[CH3:27]. (3) Given the reactants C([SnH2][C:6]1[O:7][CH:8]=[CH:9][CH:10]=1)CCC.Br[C:12]1[CH:17]=[CH:16][C:15]([C:18]([F:21])([F:20])[F:19])=[CH:14][CH:13]=1, predict the reaction product. The product is: [F:19][C:18]([F:21])([F:20])[C:15]1[CH:16]=[CH:17][C:12]([C:6]2[O:7][CH:8]=[CH:9][CH:10]=2)=[CH:13][CH:14]=1. (4) Given the reactants [F:1][C:2]1[CH:11]=[CH:10][CH:9]=[CH:8][C:3]=1[C:4](OC)=[O:5].O.[NH2:13][NH2:14], predict the reaction product. The product is: [F:1][C:2]1[CH:11]=[CH:10][CH:9]=[CH:8][C:3]=1[C:4]([NH:13][NH2:14])=[O:5]. (5) Given the reactants [F:1][C:2]1[CH:7]=[C:6]([I:8])[CH:5]=[CH:4][C:3]=1[NH:9][C:10]1[CH:11]=[N:12][CH:13]=[CH:14][C:15]=1[C:16]([N:18]1[CH2:21][C:20]([C@@H:23]2[CH2:28][CH2:27][CH2:26][CH2:25][N:24]2[C:29]([O:31][C:32]([CH3:35])([CH3:34])[CH3:33])=[O:30])([OH:22])[CH2:19]1)=[O:17].ClC1C=C(C=CC=1)C(OO)=[O:41], predict the reaction product. The product is: [F:1][C:2]1[CH:7]=[C:6]([I:8])[CH:5]=[CH:4][C:3]=1[NH:9][C:10]1[CH:11]=[N+:12]([O-:41])[CH:13]=[CH:14][C:15]=1[C:16]([N:18]1[CH2:21][C:20]([C@@H:23]2[CH2:28][CH2:27][CH2:26][CH2:25][N:24]2[C:29]([O:31][C:32]([CH3:35])([CH3:34])[CH3:33])=[O:30])([OH:22])[CH2:19]1)=[O:17].